Regression. Given two drug SMILES strings and cell line genomic features, predict the synergy score measuring deviation from expected non-interaction effect. From a dataset of Merck oncology drug combination screen with 23,052 pairs across 39 cell lines. Drug 1: CCC1(O)CC2CN(CCc3c([nH]c4ccccc34)C(C(=O)OC)(c3cc4c(cc3OC)N(C)C3C(O)(C(=O)OC)C(OC(C)=O)C5(CC)C=CCN6CCC43C65)C2)C1. Drug 2: C=CCn1c(=O)c2cnc(Nc3ccc(N4CCN(C)CC4)cc3)nc2n1-c1cccc(C(C)(C)O)n1. Cell line: VCAP. Synergy scores: synergy=-10.6.